This data is from Full USPTO retrosynthesis dataset with 1.9M reactions from patents (1976-2016). The task is: Predict the reactants needed to synthesize the given product. (1) The reactants are: [CH:1]1[C:10]2[C:5](=[CH:6][C:7]([CH:11]([C:13]3[C:18]([CH3:20])([CH3:19])[CH2:17][CH2:16][C:15]([CH3:22])([CH3:21])[CH:14]=3)[OH:12])=[CH:8][CH:9]=2)[CH:4]=[CH:3][N:2]=1.C(=O)(O)[O-].[Na+].CC(OI1(OC(C)=O)(OC(C)=O)OC(=O)C2C=CC=CC1=2)=O. Given the product [CH:1]1[C:10]2[C:5](=[CH:6][C:7]([C:11]([C:13]3[C:18]([CH3:20])([CH3:19])[CH2:17][CH2:16][C:15]([CH3:22])([CH3:21])[CH:14]=3)=[O:12])=[CH:8][CH:9]=2)[CH:4]=[CH:3][N:2]=1, predict the reactants needed to synthesize it. (2) The reactants are: [C:1]([C:3]([C:6]1[CH:7]=[C:8]([CH:34]=[CH:35][CH:36]=1)[C:9]([NH:11][C:12]1[CH:17]=[CH:16][C:15]([CH3:18])=[C:14]([NH:19]C(C2N=C(N3CCOCC3)N=CC=2)=O)[CH:13]=1)=[O:10])([CH3:5])[CH3:4])#[N:2].[C:37]([C:40]1[CH:41]=[N:42][CH:43]=[C:44]([CH:48]=1)[C:45]([OH:47])=[O:46])([OH:39])=O.CN(C(ON1N=NC2C=CC=NC1=2)=[N+](C)C)C.F[P-](F)(F)(F)(F)F.CCN(C(C)C)C(C)C. Given the product [C:1]([C:3]([C:6]1[CH:7]=[C:8]([CH:34]=[CH:35][CH:36]=1)[C:9]([NH:11][C:12]1[CH:17]=[CH:16][C:15]([CH3:18])=[C:14]([NH:19][C:37]([C:40]2[CH:41]=[N:42][CH:43]=[C:44]([CH:48]=2)[C:45]([OH:47])=[O:46])=[O:39])[CH:13]=1)=[O:10])([CH3:5])[CH3:4])#[N:2], predict the reactants needed to synthesize it. (3) Given the product [CH3:37][C:36]([CH3:39])([CH3:38])[CH2:35][O:34][C:26]1[CH:27]=[CH:28][C:29]2[O:30][C:31]3[C:22](=[CH:21][C:20]([C:15]4[C:10]([F:9])=[N:11][CH:12]=[CH:13][CH:14]=4)=[CH:33][CH:32]=3)[C@:23]3([N:44]=[C:43]([NH2:45])[CH2:42][O:41][CH2:40]3)[C:24]=2[CH:25]=1, predict the reactants needed to synthesize it. The reactants are: P([O-])([O-])([O-])=O.[K+].[K+].[K+].[F:9][C:10]1[C:15](B(O)O)=[CH:14][CH:13]=[CH:12][N:11]=1.Br[C:20]1[CH:33]=[CH:32][C:31]2[O:30][C:29]3[C:24](=[CH:25][C:26]([O:34][CH2:35][C:36]([CH3:39])([CH3:38])[CH3:37])=[CH:27][CH:28]=3)[C@@:23]3([N:44]=[C:43]([NH2:45])[CH2:42][O:41][CH2:40]3)[C:22]=2[CH:21]=1.O. (4) Given the product [CH2:9]([O:8][C:6]([C:5]1[CH:4]=[CH:3][C:2]([O:1][CH2:14][C:15]([OH:17])=[O:16])=[CH:12][CH:11]=1)=[O:7])[CH3:10], predict the reactants needed to synthesize it. The reactants are: [OH:1][C:2]1[CH:12]=[CH:11][C:5]([C:6]([O:8][CH2:9][CH3:10])=[O:7])=[CH:4][CH:3]=1.Br[CH2:14][C:15]([O:17]C(C)(C)C)=[O:16].C(O)(C(F)(F)F)=O. (5) Given the product [C:13]1([C:14]2[NH:15][C:16]3[C:17]([CH:1]=2)=[CH:18][C:19]([O:22][C:23]([F:24])([F:25])[F:26])=[CH:20][CH:21]=3)[CH:9]=[CH:10][CH:11]=[CH:12][CH:7]=1, predict the reactants needed to synthesize it. The reactants are: [CH3:1]C(C)([O-])C.[K+].[C:7]1([C:13]#[C:14][NH:15][C:16]2[CH:21]=[CH:20][C:19]([O:22][C:23]([F:26])([F:25])[F:24])=[CH:18][CH:17]=2)[CH:12]=[CH:11][CH:10]=[CH:9]C=1. (6) Given the product [NH2:6][C:7]1[C:12]([C:13]([F:16])([F:14])[F:15])=[CH:11][C:10]([CH2:17][C@@H:18]([O:34][CH2:35][C:36]2[CH:37]=[CH:38][CH:39]=[CH:40][CH:41]=2)[C:49]([OH:51])=[O:50])=[CH:9][C:8]=1[Cl:42], predict the reactants needed to synthesize it. The reactants are: O.[OH-].[Li+].OO.[NH2:6][C:7]1[C:12]([C:13]([F:16])([F:15])[F:14])=[CH:11][C:10]([CH2:17][C@@H:18]([O:34][CH2:35][C:36]2[CH:41]=[CH:40][CH:39]=[CH:38][CH:37]=2)C(N2[C@@H](CC3C=CC=CC=3)COC2=O)=O)=[CH:9][C:8]=1[Cl:42].[O-]S([O-])=O.[Na+].[Na+].[C:49]([O-])([OH:51])=[O:50].[Na+]. (7) The reactants are: C(N(C(C)C)CC)(C)C.[NH2:10][C:11]1[CH:26]=[CH:25][C:24]([Cl:27])=[CH:23][C:12]=1[C:13]([NH:15][CH2:16][CH:17]1[CH2:22][CH2:21][CH2:20][CH2:19][CH2:18]1)=[O:14].[O:28]([C:30]1[C:38]([O:39][CH3:40])=[CH:37][CH:36]=[CH:35][C:31]=1[C:32](O)=[O:33])[CH3:29].CN(C(ON1N=NC2C=CC=NC1=2)=[N+](C)C)C.F[P-](F)(F)(F)(F)F. Given the product [Cl:27][C:24]1[CH:25]=[CH:26][C:11]([NH:10][C:32](=[O:33])[C:31]2[CH:35]=[CH:36][CH:37]=[C:38]([O:39][CH3:40])[C:30]=2[O:28][CH3:29])=[C:12]([C:13]([NH:15][CH2:16][CH:17]2[CH2:22][CH2:21][CH2:20][CH2:19][CH2:18]2)=[O:14])[CH:23]=1, predict the reactants needed to synthesize it. (8) The reactants are: C1(C2C(O[C@@H]3CCCN([C@H](C4C=C(Cl)C=C(Cl)C=4)C)C3)=CC(F)=C(C=2)C(OC)=O)CC1.[Cl:32][C:33]1[CH:38]=[C:37]([F:39])[CH:36]=[CH:35][C:34]=1[CH:40]([N:45]1[CH2:50][CH2:49][CH2:48][C@@H:47]([O:51][C:52]2[C:61]([CH:62]3[CH2:64][CH2:63]3)=[CH:60][C:55]([C:56]([O:58]C)=[O:57])=[C:54]([F:65])[CH:53]=2)[CH2:46]1)[C:41]([F:44])([F:43])[F:42]. Given the product [Cl:32][C:33]1[CH:38]=[C:37]([F:39])[CH:36]=[CH:35][C:34]=1[CH:40]([N:45]1[CH2:50][CH2:49][CH2:48][C@@H:47]([O:51][C:52]2[C:61]([CH:62]3[CH2:64][CH2:63]3)=[CH:60][C:55]([C:56]([OH:58])=[O:57])=[C:54]([F:65])[CH:53]=2)[CH2:46]1)[C:41]([F:43])([F:42])[F:44], predict the reactants needed to synthesize it. (9) Given the product [Br:1][C:2]1[C:3](=[O:17])[N:4]([C:9]([C:11]2[CH:16]=[CH:15][CH:14]=[CH:13][CH:12]=2)=[O:10])[C:5](=[O:8])[N:6]([CH2:28][CH2:27][CH:25]=[O:26])[N:7]=1, predict the reactants needed to synthesize it. The reactants are: [Br:1][C:2]1[C:3](=[O:17])[N:4]([C:9]([C:11]2[CH:16]=[CH:15][CH:14]=[CH:13][CH:12]=2)=[O:10])[C:5](=[O:8])[NH:6][N:7]=1.C(N(CC)CC)C.[CH:25]([CH:27]=[CH2:28])=[O:26]. (10) Given the product [CH2:19]([C:13]1[CH2:12][CH:11]([CH2:10][CH2:9][O:8][CH2:1][C:2]2[CH:7]=[CH:6][CH:5]=[CH:4][CH:3]=2)[CH2:16][CH2:15][C:14]=1[CH3:18])[CH3:20], predict the reactants needed to synthesize it. The reactants are: [CH2:1]([O:8][CH2:9][CH2:10][CH:11]1[CH2:16][CH2:15][C:14]([CH3:18])(O)[CH:13]([CH2:19][CH3:20])[CH2:12]1)[C:2]1[CH:7]=[CH:6][CH:5]=[CH:4][CH:3]=1.S(O)(C1C=CC(C)=CC=1)(=O)=O.O.[O-]S([O-])(=O)=O.[Mg+2].